From a dataset of Peptide-MHC class II binding affinity with 134,281 pairs from IEDB. Regression. Given a peptide amino acid sequence and an MHC pseudo amino acid sequence, predict their binding affinity value. This is MHC class II binding data. The peptide sequence is SLRETACLGKAYAQMWT. The MHC is DRB1_0401 with pseudo-sequence DRB1_0401. The binding affinity (normalized) is 0.536.